Dataset: Full USPTO retrosynthesis dataset with 1.9M reactions from patents (1976-2016). Task: Predict the reactants needed to synthesize the given product. Given the product [CH3:18][C:17]1[C:16]([C:19]2[CH:20]=[C:21]3[C:25](=[CH:26][CH:27]=2)[NH:24][N:23]=[C:22]3[C:34]2[NH:35][CH:36]=[C:37]([CH3:39])[N:38]=2)=[CH:15][N:14]=[CH:13][C:12]=1[CH2:11][NH:3][CH2:1][CH3:2], predict the reactants needed to synthesize it. The reactants are: [CH2:1]([N:3]([CH2:11][C:12]1[CH:13]=[N:14][CH:15]=[C:16]([C:19]2[CH:20]=[C:21]3[C:25](=[CH:26][CH:27]=2)[N:24](C2CCCCO2)[N:23]=[C:22]3[C:34]2[N:35](COCC[Si](C)(C)C)[CH:36]=[C:37]([CH3:39])[N:38]=2)[C:17]=1[CH3:18])C(=O)OC(C)(C)C)[CH3:2].